The task is: Predict the reactants needed to synthesize the given product.. This data is from Full USPTO retrosynthesis dataset with 1.9M reactions from patents (1976-2016). (1) Given the product [C:23]([O:22][C:21](=[O:27])[NH:20][C:15]1[CH:16]=[CH:17][CH:18]=[CH:19][C:14]=1/[CH:13]=[CH:12]\[C:4]1[CH:5]=[CH:6][C:7]([N+:9]([O-:11])=[O:10])=[CH:8][C:3]=1[CH2:2][OH:1])([CH3:26])([CH3:24])[CH3:25], predict the reactants needed to synthesize it. The reactants are: [OH:1][CH2:2][C:3]1[CH:8]=[C:7]([N+:9]([O-:11])=[O:10])[CH:6]=[CH:5][C:4]=1[C:12]#[C:13][C:14]1[CH:19]=[CH:18][CH:17]=[CH:16][C:15]=1[NH:20][C:21](=[O:27])[O:22][C:23]([CH3:26])([CH3:25])[CH3:24].N1C2C(=CC=CC=2)C=CC=1. (2) Given the product [CH2:33]([N:21]1[CH:22]=[C:23]([C:25]2[CH:30]=[CH:29][C:28]([Cl:31])=[CH:27][C:26]=2[Cl:32])[N:24]=[C:20]1[C@@H:19]([NH:37][C:48]([NH:47][C:41]1[CH:42]=[CH:43][C:44]([Cl:46])=[CH:45][C:40]=1[Cl:39])=[O:49])[CH2:18][C:15]1[CH:14]=[CH:13][C:12]([O:11][C:8]2[CH:9]=[CH:10][C:5]([C:4]([OH:3])=[O:38])=[CH:6][CH:7]=2)=[CH:17][CH:16]=1)[CH2:34][CH2:35][CH3:36], predict the reactants needed to synthesize it. The reactants are: Cl.C[O:3][C:4](=[O:38])[C:5]1[CH:10]=[CH:9][C:8]([O:11][C:12]2[CH:17]=[CH:16][C:15]([CH2:18][C@H:19]([NH2:37])[C:20]3[N:21]([CH2:33][CH2:34][CH2:35][CH3:36])[CH:22]=[C:23]([C:25]4[CH:30]=[CH:29][C:28]([Cl:31])=[CH:27][C:26]=4[Cl:32])[N:24]=3)=[CH:14][CH:13]=2)=[CH:7][CH:6]=1.[Cl:39][C:40]1[CH:45]=[C:44]([Cl:46])[CH:43]=[CH:42][C:41]=1[N:47]=[C:48]=[O:49].NC(N)=O. (3) The reactants are: [N+:1]([C:4]1[CH:12]=[CH:11][CH:10]=[C:9]2[C:5]=1[CH:6]([CH2:14][C:15]([O:17][CH2:18][CH3:19])=[O:16])[C:7](=[O:13])[NH:8]2)([O-])=O. Given the product [NH2:1][C:4]1[CH:12]=[CH:11][CH:10]=[C:9]2[C:5]=1[CH:6]([CH2:14][C:15]([O:17][CH2:18][CH3:19])=[O:16])[C:7](=[O:13])[NH:8]2, predict the reactants needed to synthesize it. (4) Given the product [F:1][C:2]1[CH:9]=[C:8]([CH:10]2[C:16]3[NH:17][CH:18]=[N:19][C:15]=3[CH2:14][CH2:13][NH:12]2)[CH:7]=[CH:6][C:3]=1[C:4]#[N:5], predict the reactants needed to synthesize it. The reactants are: [F:1][C:2]1[CH:9]=[C:8]([CH:10]=O)[CH:7]=[CH:6][C:3]=1[C:4]#[N:5].[NH2:12][CH2:13][CH2:14][C:15]1[N:19]=[CH:18][NH:17][CH:16]=1. (5) The reactants are: [F-].[K+].IC1[CH:5]=[C:6]([N:10]2[CH2:15][CH2:14][N:13]([C:16]([O:18][C:19]([CH3:22])([CH3:21])[CH3:20])=[O:17])[CH2:12][CH2:11]2)[CH:7]=[CH:8][CH:9]=1.[F:23][C:24]([Si](C)(C)C)([F:26])[F:25].C[N:32](C=O)C. Given the product [F:23][C:24]([F:26])([F:25])[C:8]1[CH:7]=[C:6]([N:10]2[CH2:11][CH2:12][N:13]([C:16]([O:18][C:19]([CH3:20])([CH3:21])[CH3:22])=[O:17])[CH2:14][CH2:15]2)[CH:5]=[N:32][CH:9]=1, predict the reactants needed to synthesize it. (6) The reactants are: CC1(C)O[C:7](=[O:8])[CH2:6][C:4](=[O:5])[O:3]1.[CH2:11](Cl)[CH3:12].[NH2:14][CH2:15][C:16]([OH:18])=[O:17].C(N(CC)CC)C.C(OCC)(=O)C. Given the product [CH2:11]([O:17][C:16](=[O:18])[CH2:15][NH:14][C:7](=[O:8])[CH2:6][C:4]([OH:5])=[O:3])[CH3:12], predict the reactants needed to synthesize it. (7) The reactants are: [C:1]([C:5]1[CH:6]=[C:7]([Cl:22])[CH:8]=[C:9]2[C:14]=1[O:13][CH:12]([C:15]([F:18])([F:17])[F:16])[C:11]([C:19]([OH:21])=[O:20])=[CH:10]2)#[C:2][CH2:3][CH3:4].[OH-].[Na+:24]. Given the product [C:1]([C:5]1[CH:6]=[C:7]([Cl:22])[CH:8]=[C:9]2[C:14]=1[O:13][C@H:12]([C:15]([F:16])([F:17])[F:18])[C:11]([C:19]([O-:21])=[O:20])=[CH:10]2)#[C:2][CH2:3][CH3:4].[Na+:24], predict the reactants needed to synthesize it. (8) Given the product [F:43][C:42]1[CH:41]=[CH:40][CH:39]=[C:37]2[C:36]=1[C:35]([OH:44])=[CH:10][C:9](=[O:16])[O:38]2, predict the reactants needed to synthesize it. The reactants are: C(N[C:9](=[O:16])[C:10]1C=CC=CC=1)C1C=CC=CC=1.[Li+].CC([N-]C(C)C)C.C(OC(C)(C)C)(=O)C.CO[C:35](=[O:44])[C:36]1[C:37](=[CH:39][CH:40]=[CH:41][C:42]=1[F:43])[OH:38].[Cl-].[NH4+]. (9) Given the product [CH2:8]([O:10][C:11]([C:13]1[C:22](=[O:23])[C:21]2[C:16]3=[C:17]([C:7](=[O:31])[O:6][C:3]([CH3:4])([CH3:5])[N:15]3[CH:14]=1)[CH:18]=[C:19]([I:24])[CH:20]=2)=[O:12])[CH3:9], predict the reactants needed to synthesize it. The reactants are: CO[C:3]([O:6][CH3:7])([CH3:5])[CH3:4].[CH2:8]([O:10][C:11]([C:13]1[C:22](=[O:23])[C:21]2[C:16](=[C:17](CO)[CH:18]=[C:19]([I:24])[CH:20]=2)[NH:15][CH:14]=1)=[O:12])[CH3:9].CN(C=[O:31])C.